Dataset: Catalyst prediction with 721,799 reactions and 888 catalyst types from USPTO. Task: Predict which catalyst facilitates the given reaction. The catalyst class is: 3. Product: [CH3:33][C:34]([CH3:54])([CH3:53])[C:35]([N:37]1[C:45]2[C:40](=[CH:41][C:42]([NH:46][CH:47]3[CH2:52][CH2:51][CH2:50][N:49]([C:6](=[O:8])[C:5]4[CH:9]=[CH:10][CH:11]=[C:3]([S:2][CH3:1])[CH:4]=4)[CH2:48]3)=[CH:43][CH:44]=2)[CH:39]=[N:38]1)=[O:36]. Reactant: [CH3:1][S:2][C:3]1[CH:4]=[C:5]([CH:9]=[CH:10][CH:11]=1)[C:6]([OH:8])=O.I.CN(C)CCCN=C=NCC.C(N(C(C)C)CC)(C)C.[CH3:33][C:34]([CH3:54])([CH3:53])[C:35]([N:37]1[C:45]2[C:40](=[CH:41][C:42]([NH:46][CH:47]3[CH2:52][CH2:51][CH2:50][NH:49][CH2:48]3)=[CH:43][CH:44]=2)[CH:39]=[N:38]1)=[O:36].Cl.